From a dataset of Reaction yield outcomes from USPTO patents with 853,638 reactions. Predict the reaction yield, written as a fraction of the theoretical maximum amount of product (1.0 means a 100% yield; for example, 0.34 means a 34% yield). (1) The reactants are [C:1]1([CH2:7][C:8]([N:10]=[C:11]=[S:12])=[O:9])[CH:6]=[CH:5][CH:4]=[CH:3][CH:2]=1.[NH2:13][C:14]1[CH:42]=[CH:41][C:17]([O:18][C:19]2[CH:24]=[CH:23][N:22]=[C:21]([NH:25][C:26]([N:28]3[CH2:33][CH2:32][CH:31]([N:34]4[CH2:39][CH2:38][N:37]([CH3:40])[CH2:36][CH2:35]4)[CH2:30][CH2:29]3)=[O:27])[CH:20]=2)=[C:16]([F:43])[CH:15]=1.C12(CS(O)(=O)=O)C(C)(C)C(CC1)CC2=O. The catalyst is C1(C)C=CC=CC=1.C(O)C. The product is [F:43][C:16]1[CH:15]=[C:14]([NH:13][C:11]([NH:10][C:8](=[O:9])[CH2:7][C:1]2[CH:6]=[CH:5][CH:4]=[CH:3][CH:2]=2)=[S:12])[CH:42]=[CH:41][C:17]=1[O:18][C:19]1[CH:24]=[CH:23][N:22]=[C:21]([NH:25][C:26]([N:28]2[CH2:29][CH2:30][CH:31]([N:34]3[CH2:35][CH2:36][N:37]([CH3:40])[CH2:38][CH2:39]3)[CH2:32][CH2:33]2)=[O:27])[CH:20]=1. The yield is 0.250. (2) The reactants are [NH2:1][C:2]1[CH:3]=[C:4]([NH:9][S:10]([CH3:13])(=[O:12])=[O:11])[C:5]([Cl:8])=[N:6][CH:7]=1.C[Si]([N-][Si](C)(C)C)(C)C.[Na+].F[C:25]1[C:30]([C:31]2[N:36]=[C:35]([CH3:37])[N:34]=[C:33]([NH2:38])[CH:32]=2)=[CH:29][CH:28]=[CH:27][N:26]=1. The catalyst is C1COCC1. The product is [NH2:38][C:33]1[N:34]=[C:35]([CH3:37])[N:36]=[C:31]([C:30]2[C:25]([NH:1][C:2]3[CH:3]=[C:4]([NH:9][S:10]([CH3:13])(=[O:12])=[O:11])[C:5]([Cl:8])=[N:6][CH:7]=3)=[N:26][CH:27]=[CH:28][CH:29]=2)[CH:32]=1. The yield is 0.122. (3) The reactants are [C:1]([N:4]1[C:12]2[C:7](=[CH:8][CH:9]=[CH:10][CH:11]=2)[CH2:6][C:5]1=O)(=[O:3])[CH3:2].I[CH3:15].[C:16](=[O:19])([O-])[O-].[K+].[K+]. The catalyst is CS(C)=O.O. The product is [C:1]([N:4]1[C:12]2[C:7](=[CH:8][CH:9]=[CH:10][CH:11]=2)[C:6]([CH3:15])([CH3:5])[C:16]1=[O:19])(=[O:3])[CH3:2]. The yield is 0.840. (4) The reactants are [F:1][C:2]1[CH:7]=[CH:6][C:5]([NH:8][C:9](=[O:29])[CH2:10][C:11]([NH:13][C:14]2[CH:19]=[CH:18][C:17]([O:20][C:21]3[CH:26]=[CH:25][N:24]=[C:23]([NH2:27])[CH:22]=3)=[C:16]([F:28])[CH:15]=2)=[O:12])=[CH:4][CH:3]=1.C(N(CC)CC)C.[CH:37]1([C:40](Cl)=[O:41])[CH2:39][CH2:38]1.[OH-].[Na+]. The catalyst is CN(C)C=O.CO. The product is [F:1][C:2]1[CH:3]=[CH:4][C:5]([NH:8][C:9](=[O:29])[CH2:10][C:11]([NH:13][C:14]2[CH:19]=[CH:18][C:17]([O:20][C:21]3[CH:26]=[CH:25][N:24]=[C:23]([NH:27][C:40]([CH:37]4[CH2:39][CH2:38]4)=[O:41])[CH:22]=3)=[C:16]([F:28])[CH:15]=2)=[O:12])=[CH:6][CH:7]=1. The yield is 0.530. (5) The reactants are [C:1]1([C:11]2[CH:20]=[C:14]3[NH:15][CH:16]=[CH:17][C:18](=O)[N:13]3[N:12]=2)[C:10]2[C:5](=[CH:6][CH:7]=[CH:8][CH:9]=2)[CH:4]=[CH:3][CH:2]=1.P(Cl)(Cl)([Cl:23])=O. No catalyst specified. The product is [Cl:23][C:18]1[N:13]2[N:12]=[C:11]([C:1]3[C:10]4[C:5](=[CH:6][CH:7]=[CH:8][CH:9]=4)[CH:4]=[CH:3][CH:2]=3)[CH:20]=[C:14]2[N:15]=[CH:16][CH:17]=1. The yield is 1.00. (6) The product is [C:25]([C:20]1[CH:21]=[CH:22][CH:23]=[CH:24][C:19]=1[C:16]1[CH:17]=[CH:18][C:13]([CH2:12][C:6]2[C:5](=[O:27])[N:4]([C:28]3[CH:33]=[CH:32][C:31]([O:34][C:36]4([C:40]([O:42][CH2:43][CH3:44])=[O:41])[CH2:39][CH2:38][CH2:37]4)=[CH:30][CH:29]=3)[C:3]([CH2:1][CH3:2])=[N:8][C:7]=2[CH2:9][CH2:10][CH3:11])=[CH:14][CH:15]=1)#[N:26]. The yield is 0.420. The catalyst is CC(N(C)C)=O.C(OCC)(=O)C. The reactants are [CH2:1]([C:3]1[N:4]([C:28]2[CH:33]=[CH:32][C:31]([OH:34])=[CH:30][CH:29]=2)[C:5](=[O:27])[C:6]([CH2:12][C:13]2[CH:18]=[CH:17][C:16]([C:19]3[C:20]([C:25]#[N:26])=[CH:21][CH:22]=[CH:23][CH:24]=3)=[CH:15][CH:14]=2)=[C:7]([CH2:9][CH2:10][CH3:11])[N:8]=1)[CH3:2].Br[C:36]1([C:40]([O:42][CH2:43][CH3:44])=[O:41])[CH2:39][CH2:38][CH2:37]1.C(=O)([O-])[O-].[Cs+].[Cs+].